Dataset: Forward reaction prediction with 1.9M reactions from USPTO patents (1976-2016). Task: Predict the product of the given reaction. (1) Given the reactants [Cl:1][C:2]1[CH:7]=[CH:6][C:5]([C:8]2[N:12]([C:13]3[CH:18]=[CH:17][C:16]([S:19](=[O:26])(=[O:25])[N:20]=CN(C)C)=[CH:15][CH:14]=3)[C:11]([CH3:27])=[C:10]([C:28](N(OC)C)=[O:29])[C:9]=2[CH3:34])=[CH:4][CH:3]=1.[CH2:35]([Mg]Br)[CH3:36], predict the reaction product. The product is: [Cl:1][C:2]1[CH:3]=[CH:4][C:5]([C:8]2[N:12]([C:13]3[CH:14]=[CH:15][C:16]([S:19]([NH2:20])(=[O:26])=[O:25])=[CH:17][CH:18]=3)[C:11]([CH3:27])=[C:10]([C:28](=[O:29])[CH2:35][CH3:36])[C:9]=2[CH3:34])=[CH:6][CH:7]=1. (2) Given the reactants [CH:1]1([C:4]2[N:8]([CH3:9])[C:7]3[CH:10]=[C:11]([N:14]4[CH:19]=[CH:18][C:17]([OH:20])=[CH:16][C:15]4=[O:21])[CH:12]=[CH:13][C:6]=3[N:5]=2)[CH2:3][CH2:2]1.[F:22][C:23]1[CH:24]=[C:25]([CH2:30]O)[CH:26]=[C:27]([F:29])[CH:28]=1.C(P(CCCC)CCCC)CCC.N(C(N1CCCCC1)=O)=NC(N1CCCCC1)=O, predict the reaction product. The product is: [CH:1]1([C:4]2[N:8]([CH3:9])[C:7]3[CH:10]=[C:11]([N:14]4[CH:19]=[CH:18][C:17]([O:20][CH2:30][C:25]5[CH:24]=[C:23]([F:22])[CH:28]=[C:27]([F:29])[CH:26]=5)=[CH:16][C:15]4=[O:21])[CH:12]=[CH:13][C:6]=3[N:5]=2)[CH2:2][CH2:3]1. (3) Given the reactants [NH2:1][C:2]1[S:3][C:4]([CH3:10])=[CH:5][C:6]=1[C:7]([OH:9])=[O:8].[O:11]1CCOC[CH2:12]1.C(Cl)(Cl)=O, predict the reaction product. The product is: [CH3:10][C:4]1[S:3][C:2]2[NH:1][C:12](=[O:11])[O:8][C:7](=[O:9])[C:6]=2[CH:5]=1. (4) Given the reactants [CH2:1]([NH:8][C@H:9]([CH3:16])[C:10]1[CH:15]=[CH:14][CH:13]=[CH:12][CH:11]=1)[C:2]1[CH:7]=[CH:6][CH:5]=[CH:4][CH:3]=1.[Li]CCCC.[CH2:22]([O:24][C:25](=[O:37])[CH:26]=[CH:27][C:28]1[CH:36]=[CH:35][C:31]2[CH:32]=[CH:33][O:34][C:30]=2[CH:29]=1)[CH3:23].[NH4+].[Cl-], predict the reaction product. The product is: [CH2:22]([O:24][C:25](=[O:37])[CH2:26][C@@H:27]([C:28]1[CH:36]=[CH:35][C:31]2[CH:32]=[CH:33][O:34][C:30]=2[CH:29]=1)[N:8]([CH2:1][C:2]1[CH:7]=[CH:6][CH:5]=[CH:4][CH:3]=1)[C@@H:9]([C:10]1[CH:15]=[CH:14][CH:13]=[CH:12][CH:11]=1)[CH3:16])[CH3:23]. (5) Given the reactants Br[CH2:2][C:3]1[C:8]([Br:9])=[CH:7][CH:6]=[CH:5][C:4]=1[N:10]1[C:14](=[O:15])[N:13]([CH3:16])[N:12]=[N:11]1.[Cl:17][C:18]1[CH:23]=[CH:22][C:21]([N:24]2[CH:28]=[CH:27][C:26]([OH:29])=[N:25]2)=[CH:20][CH:19]=1.C(=O)([O-])[O-].[K+].[K+].C(#N)C, predict the reaction product. The product is: [Cl:17][C:18]1[CH:19]=[CH:20][C:21]([N:24]2[CH:28]=[CH:27][C:26]([O:29][CH2:2][C:3]3[C:8]([Br:9])=[CH:7][CH:6]=[CH:5][C:4]=3[N:10]3[C:14](=[O:15])[N:13]([CH3:16])[N:12]=[N:11]3)=[N:25]2)=[CH:22][CH:23]=1. (6) Given the reactants [O:1]=[C:2]1[CH:6]=[C:5]([C@H:7]2[CH2:12][CH2:11][N:10](C(OC)=O)[C@@H:9]([CH2:17][C:18]3[CH:23]=[CH:22][C:21]([C:24]([F:27])([F:26])[F:25])=[CH:20][CH:19]=3)[CH2:8]2)[O:4][NH:3]1.Br, predict the reaction product. The product is: [F:27][C:24]([F:25])([F:26])[C:21]1[CH:20]=[CH:19][C:18]([CH2:17][C@H:9]2[CH2:8][C@@H:7]([C:5]3[O:4][NH:3][C:2](=[O:1])[CH:6]=3)[CH2:12][CH2:11][NH:10]2)=[CH:23][CH:22]=1.